Dataset: Forward reaction prediction with 1.9M reactions from USPTO patents (1976-2016). Task: Predict the product of the given reaction. (1) Given the reactants [Cl:1][C:2]1[CH:3]=[CH:4][C:5]([O:17][CH3:18])=[C:6]([CH:16]=1)[C:7]([NH:9][C:10]1[S:11][C:12]([CH3:15])=[CH:13][N:14]=1)=[O:8].[H-].[Na+].Br[CH2:22][C:23]1[O:24][C:25]([C:28]([F:31])([F:30])[F:29])=[CH:26][CH:27]=1, predict the reaction product. The product is: [Cl:1][C:2]1[CH:3]=[CH:4][C:5]([O:17][CH3:18])=[C:6]([CH:16]=1)[C:7](/[N:9]=[C:10]1\[S:11][C:12]([CH3:15])=[CH:13][N:14]\1[CH2:22][C:23]1[O:24][C:25]([C:28]([F:31])([F:30])[F:29])=[CH:26][CH:27]=1)=[O:8]. (2) Given the reactants [CH2:1]([S:3][CH:4]([C:6]1[CH:11]=[CH:10][CH:9]=[C:8]([N+:12]([O-])=O)[CH:7]=1)[CH3:5])[CH3:2].[H][H], predict the reaction product. The product is: [CH2:1]([S:3][CH:4]([C:6]1[CH:7]=[C:8]([CH:9]=[CH:10][CH:11]=1)[NH2:12])[CH3:5])[CH3:2].